From a dataset of Reaction yield outcomes from USPTO patents with 853,638 reactions. Predict the reaction yield, written as a fraction of the theoretical maximum amount of product (1.0 means a 100% yield; for example, 0.34 means a 34% yield). (1) The reactants are [C:1]([C:3]1[CH:4]=[N:5][CH:6]=[CH:7][CH:8]=1)#[N:2].[CH3:9][O-:10].[Na+]. The catalyst is CO.O1CCOCC1. The product is [CH3:9][O:10][C:1](=[NH:2])[C:3]1[CH:8]=[CH:7][CH:6]=[N:5][CH:4]=1. The yield is 0.550. (2) The reactants are [CH:1]([CH:4]1[C:9]([O:10][CH3:11])=[N:8][CH2:7][C:6]([O:12][CH3:13])=[N:5]1)([CH3:3])[CH3:2].C([Li])CCC.I[CH2:20][CH2:21][C:22]([F:25])([F:24])[F:23]. The catalyst is C1COCC1.C(OCC)(=O)C. The product is [CH:1]([CH:4]1[C:9]([O:10][CH3:11])=[N:8][CH:7]([CH2:20][CH2:21][C:22]([F:25])([F:24])[F:23])[C:6]([O:12][CH3:13])=[N:5]1)([CH3:3])[CH3:2]. The yield is 0.590. (3) The reactants are [C:1]([C:9]1[CH:28]=[CH:27][C:12]([O:13][CH2:14][CH2:15][CH2:16][CH2:17][O:18][C:19]2[CH:26]=[CH:25][C:22]([C:23]#[N:24])=[CH:21][CH:20]=2)=[C:11]([CH3:29])[C:10]=1[OH:30])(=[O:8])[C:2]1[CH:7]=[CH:6][CH:5]=[CH:4][CH:3]=1.C[Si]([N:35]=[N+:36]=[N-:37])(C)C.C([Sn](=O)CCCC)CCC. The catalyst is C1(C)C=CC=CC=1. The product is [OH:30][C:10]1[C:11]([CH3:29])=[C:12]([O:13][CH2:14][CH2:15][CH2:16][CH2:17][O:18][C:19]2[CH:20]=[CH:21][C:22]([C:23]3[N:35]=[N:36][NH:37][N:24]=3)=[CH:25][CH:26]=2)[CH:27]=[CH:28][C:9]=1[C:1]([C:2]1[CH:3]=[CH:4][CH:5]=[CH:6][CH:7]=1)=[O:8]. The yield is 0.360. (4) The reactants are [CH3:1][C:2]([CH2:4][C:5]([NH2:8])([CH3:7])[CH3:6])=[O:3].C(O)(C(O)=O)=O.O=[CH:16][CH2:17][CH2:18][C:19]([O:21][CH3:22])=[O:20]. The catalyst is CO. The product is [CH3:6][C:5]1([CH3:7])[NH:8][CH:16]([CH2:17][CH2:18][C:19]([O:21][CH3:22])=[O:20])[CH2:1][C:2](=[O:3])[CH2:4]1. The yield is 0.370. (5) The reactants are [OH:1][C:2]([CH3:23])([CH3:22])[CH:3]([N:5]1[C:13]2[C:8](=[CH:9][CH:10]=[CH:11][CH:12]=2)[C:7]([C:14]([O:16][C:17]([CH3:20])([CH3:19])[CH3:18])=[O:15])=[C:6]1[CH3:21])[CH3:4].[H-].[Na+].I[CH3:27]. The catalyst is C1COCC1. The product is [CH3:27][O:1][C:2]([CH3:22])([CH3:23])[CH:3]([N:5]1[C:13]2[C:8](=[CH:9][CH:10]=[CH:11][CH:12]=2)[C:7]([C:14]([O:16][C:17]([CH3:20])([CH3:19])[CH3:18])=[O:15])=[C:6]1[CH3:21])[CH3:4]. The yield is 0.950. (6) The reactants are [Br:1][C:2]1[S:6][C:5]([C:7]([S:10][CH2:11][CH2:12][C:13]([O:15][CH3:16])=[O:14])([CH3:9])[CH3:8])=[N:4][CH:3]=1.CO.[OH2:19].[OH2:20].O.O.O.O.C(O[O-])(=O)C1C(=CC=CC=1)C([O-])=O.[Mg+2]. The catalyst is ClCCl.[O-]S([O-])(=S)=O.[Na+].[Na+].O. The product is [Br:1][C:2]1[S:6][C:5]([C:7]([S:10]([CH2:11][CH2:12][C:13]([O:15][CH3:16])=[O:14])(=[O:20])=[O:19])([CH3:9])[CH3:8])=[N:4][CH:3]=1. The yield is 0.960. (7) The reactants are [CH3:1][N:2]1[CH2:7][CH2:6][O:5][C:4]2[CH:8]=[CH:9][CH:10]=[CH:11][C:3]1=2.[S:12]([Cl:16])(=O)(=[O:14])[OH:13]. No catalyst specified. The product is [CH3:1][N:2]1[CH2:7][CH2:6][O:5][C:4]2[CH:8]=[CH:9][C:10]([S:12]([Cl:16])(=[O:14])=[O:13])=[CH:11][C:3]1=2. The yield is 0.270. (8) The reactants are C1(C(C2C=CC=CC=2)([C@H]2CCCN2)O)C=CC=CC=1.B(OC)(OC)OC.B.C(N(CC)C1C=CC=CC=1)C.[Cl:39][C:40]1[CH:45]=[CH:44][C:43]([C:46](=[O:61])[CH2:47][CH2:48][C:49]([C:51]2[CH:56]=[CH:55][C:54]([Cl:57])=[C:53]([N+:58]([O-:60])=[O:59])[CH:52]=2)=[O:50])=[CH:42][C:41]=1[N+:62]([O-:64])=[O:63]. The catalyst is C1COCC1. The product is [Cl:39][C:40]1[CH:45]=[CH:44][C:43]([C@@H:46]([OH:61])[CH2:47][CH2:48][C@@H:49]([C:51]2[CH:56]=[CH:55][C:54]([Cl:57])=[C:53]([N+:58]([O-:60])=[O:59])[CH:52]=2)[OH:50])=[CH:42][C:41]=1[N+:62]([O-:64])=[O:63]. The yield is 0.990. (9) The reactants are [CH2:1]([O:8][C:9]1[CH:25]=[CH:24][C:12]([C:13]([NH:15][NH:16][C:17]([O:19][C:20]([CH3:23])([CH3:22])[CH3:21])=[O:18])=O)=[CH:11][CH:10]=1)[CH2:2][CH2:3][CH2:4][CH2:5][CH2:6][CH3:7].COC1C=CC(P2(=S)SP(=S)(C3C=CC(OC)=CC=3)[S:35]2)=CC=1. The catalyst is C1COCC1. The product is [CH2:1]([O:8][C:9]1[CH:25]=[CH:24][C:12]([C:13]([NH:15][NH:16][C:17]([O:19][C:20]([CH3:23])([CH3:22])[CH3:21])=[O:18])=[S:35])=[CH:11][CH:10]=1)[CH2:2][CH2:3][CH2:4][CH2:5][CH2:6][CH3:7]. The yield is 0.690. (10) The reactants are [Cl:1][C:2]1[CH:7]=[CH:6][C:5]([C:8]2[N:9]=[C:10]([C:24]([NH:26][CH2:27][C:28]3[CH:33]=[CH:32][C:31]([F:34])=[CH:30][CH:29]=3)=[O:25])[C:11]([C:21]([OH:23])=O)=[N:12][C:13]=2[C:14]2[CH:19]=[CH:18][C:17]([Cl:20])=[CH:16][CH:15]=2)=[CH:4][CH:3]=1.CN(C=O)C.C(Cl)(=O)C(Cl)=O. The catalyst is C(Cl)Cl. The product is [Cl:1][C:2]1[CH:3]=[CH:4][C:5]([C:8]2[N:9]=[C:10]3[C:24](=[O:25])[N:26]([CH2:27][C:28]4[CH:33]=[CH:32][C:31]([F:34])=[CH:30][CH:29]=4)[C:21](=[O:23])[C:11]3=[N:12][C:13]=2[C:14]2[CH:19]=[CH:18][C:17]([Cl:20])=[CH:16][CH:15]=2)=[CH:6][CH:7]=1. The yield is 0.740.